Dataset: Reaction yield outcomes from USPTO patents with 853,638 reactions. Task: Predict the reaction yield, written as a fraction of the theoretical maximum amount of product (1.0 means a 100% yield; for example, 0.34 means a 34% yield). (1) The reactants are Br[C:2]1[CH:3]=[C:4]([C:15]([O:17]C)=[O:16])[C:5]2[C:6]([CH3:14])=[CH:7][N:8]([CH:11]([CH3:13])[CH3:12])[C:9]=2[CH:10]=1.[CH3:19][S:20]([OH:22])=[O:21].CNCCNC. The catalyst is CS(C)=O. The product is [CH:11]([N:8]1[C:9]2[CH:10]=[C:2]([S:20]([CH3:19])(=[O:22])=[O:21])[CH:3]=[C:4]([C:15]([OH:17])=[O:16])[C:5]=2[C:6]([CH3:14])=[CH:7]1)([CH3:13])[CH3:12]. The yield is 0.250. (2) The reactants are [CH3:1][C:2]1[NH:7][C:6](=[S:8])[NH:5][CH:4]([C:9]2[CH:14]=[CH:13][CH:12]=[CH:11][CH:10]=2)[C:3]=1[C:15]([OH:17])=[O:16].[CH3:18][O:19][C:20]1[CH:27]=[CH:26][C:23]([CH2:24]O)=[CH:22][CH:21]=1.CCN=C=NCCCN(C)C. The catalyst is CN(C1C=CN=CC=1)C.CC(N(C)C)=O. The product is [CH3:1][C:2]1[NH:7][C:6](=[S:8])[NH:5][CH:4]([C:9]2[CH:14]=[CH:13][CH:12]=[CH:11][CH:10]=2)[C:3]=1[C:15]([O:17][CH2:24][C:23]1[CH:26]=[CH:27][C:20]([O:19][CH3:18])=[CH:21][CH:22]=1)=[O:16]. The yield is 0.180. (3) The reactants are CC(C)([O-])C.[K+].[C:7]([CH2:9]P(=O)(OCC)OCC)#[N:8].[CH3:18][C:19]1([C:24]#[N:25])[CH2:22][C:21](=O)[CH2:20]1. The catalyst is O1CCCC1. The product is [C:7]([CH:9]=[C:21]1[CH2:22][C:19]([CH3:18])([C:24]#[N:25])[CH2:20]1)#[N:8]. The yield is 0.468.